This data is from Catalyst prediction with 721,799 reactions and 888 catalyst types from USPTO. The task is: Predict which catalyst facilitates the given reaction. (1) Reactant: F[C:2]1[CH:48]=[CH:47][CH:46]=[CH:45][C:3]=1[CH2:4][N:5]1[CH:10]=[C:9]([CH2:11][C:12]2[C:17](F)=[CH:16][C:15](F)=[CH:14][C:13]=2F)[CH:8]=[C:7]([C:21]([OH:43])=[CH:22][C:23](=[O:42])[C:24]([N:26]2[CH2:31][CH2:30][N:29]([C:32]3[C:41]4[C:36](=[CH:37][CH:38]=[CH:39][CH:40]=4)[CH:35]=[CH:34][CH:33]=3)[CH2:28][CH2:27]2)=[O:25])[C:6]1=[O:44].C(N1C=C(CC2C=CC=CC=2)C=C(C(O)=CC(=O)C(O)=O)C1=O)C1C=CC=CC=1. Product: [CH2:4]([N:5]1[CH:10]=[C:9]([CH2:11][C:12]2[CH:13]=[CH:14][CH:15]=[CH:16][CH:17]=2)[CH:8]=[C:7]([C:21]([OH:43])=[CH:22][C:23](=[O:42])[C:24]([N:26]2[CH2:31][CH2:30][N:29]([C:32]3[C:41]4[C:36](=[CH:37][CH:38]=[CH:39][CH:40]=4)[CH:35]=[CH:34][CH:33]=3)[CH2:28][CH2:27]2)=[O:25])[C:6]1=[O:44])[C:3]1[CH:45]=[CH:46][CH:47]=[CH:48][CH:2]=1. The catalyst class is: 5. (2) Reactant: [NH2:1][C:2]1[C:7]([NH2:8])=[C:6]([Br:9])[CH:5]=[CH:4][N:3]=1.[N:10]1([C:16]([C:18]2[CH:25]=[CH:24][C:21]([CH:22]=O)=[CH:20][CH:19]=2)=[O:17])[CH2:15][CH2:14][O:13][CH2:12][CH2:11]1.CN(C=O)C.O.C1(C)C=CC(S(O)(=O)=O)=CC=1. Product: [Br:9][C:6]1[CH:5]=[CH:4][N:3]=[C:2]2[NH:1][C:22]([C:21]3[CH:24]=[CH:25][C:18]([C:16]([N:10]4[CH2:15][CH2:14][O:13][CH2:12][CH2:11]4)=[O:17])=[CH:19][CH:20]=3)=[N:8][C:7]=12. The catalyst class is: 250.